From a dataset of Forward reaction prediction with 1.9M reactions from USPTO patents (1976-2016). Predict the product of the given reaction. (1) Given the reactants Cl.NO.C([N:7](CC)C(C)C)(C)C.[F:13][C:14]1[CH:19]=[CH:18][C:17]([C:20]2[C:21]([NH:26][C:27]([NH:29]C(OCC)=O)=S)=[N:22][CH:23]=[CH:24][CH:25]=2)=[CH:16][CH:15]=1, predict the reaction product. The product is: [F:13][C:14]1[CH:15]=[CH:16][C:17]([C:20]2[C:21]3[N:22]([N:7]=[C:27]([NH2:29])[N:26]=3)[CH:23]=[CH:24][CH:25]=2)=[CH:18][CH:19]=1. (2) The product is: [CH2:27]([O:17][C:15](=[O:16])[CH:11]([C:2]1[CH:7]=[CH:6][C:5]([Br:8])=[CH:4][N:3]=1)[C:12]([O:14][CH2:36][CH3:37])=[O:13])[CH3:28]. Given the reactants I[C:2]1[CH:7]=[CH:6][C:5]([Br:8])=[CH:4][N:3]=1.C([C:11](CC)([C:15]([O-:17])=[O:16])[C:12]([O-:14])=[O:13])C.C(=O)([O-])[O-].[Cs+].[Cs+].N1C=CC=[CH:28][C:27]=1C(O)=O.O1CCO[CH2:37][CH2:36]1, predict the reaction product.